Predict the product of the given reaction. From a dataset of Forward reaction prediction with 1.9M reactions from USPTO patents (1976-2016). (1) The product is: [NH2:1][C:4]1[CH:24]=[CH:23][CH:22]=[CH:21][C:5]=1[N:6]([C:7]1[S:11][C:10]2[CH:12]=[CH:13][CH:14]=[CH:15][C:9]=2[C:8]=1[C:16]([O:18][CH2:19][CH3:20])=[O:17])[CH3:25]. Given the reactants [N+:1]([C:4]1[CH:24]=[CH:23][CH:22]=[CH:21][C:5]=1[NH:6][C:7]1[S:11][C:10]2[CH:12]=[CH:13][CH:14]=[CH:15][C:9]=2[C:8]=1[C:16]([O:18][CH2:19][CH3:20])=[O:17])([O-])=O.[CH3:25]C(C)([O-])C.[K+].CI, predict the reaction product. (2) Given the reactants [NH2:1][CH2:2][CH2:3][N:4]1[C:12]([C:13](OCC)=[O:14])=[CH:11][C:10]2[CH:9]3[CH2:18][CH:6]([CH2:7][CH2:8]3)[C:5]1=2.C[O-].[Na+], predict the reaction product. The product is: [CH:6]12[CH2:18][CH:9]([CH2:8][CH2:7]1)[C:10]1[CH:11]=[C:12]3[N:4]([CH2:3][CH2:2][NH:1][C:13]3=[O:14])[C:5]2=1. (3) Given the reactants [Br:1][C:2]1[C:7]([F:8])=[CH:6][C:5]([C:9]2([CH2:14][CH3:15])OCC[O:10]2)=[CH:4][C:3]=1[F:16], predict the reaction product. The product is: [Br:1][C:2]1[C:7]([F:8])=[CH:6][C:5]([C:9](=[O:10])[CH2:14][CH3:15])=[CH:4][C:3]=1[F:16].